From a dataset of Full USPTO retrosynthesis dataset with 1.9M reactions from patents (1976-2016). Predict the reactants needed to synthesize the given product. (1) Given the product [CH2:19]([O:18][C:15]1[CH:16]=[CH:17][C:11]2[S:10][C:9](=[N:8][C:6](=[O:7])[C:5]3[CH:4]=[CH:3][C:2]([CH3:1])=[CH:27][CH:26]=3)[N:13]([CH:29]([CH2:34][CH3:35])[C:30]([OH:32])=[O:31])[C:12]=2[CH:14]=1)[C:20]1[CH:21]=[CH:22][CH:23]=[CH:24][CH:25]=1, predict the reactants needed to synthesize it. The reactants are: [CH3:1][C:2]1[CH:27]=[CH:26][C:5]([C:6]([NH:8][C:9]2[S:10][C:11]3[CH:17]=[CH:16][C:15]([O:18][CH2:19][C:20]4[CH:25]=[CH:24][CH:23]=[CH:22][CH:21]=4)=[CH:14][C:12]=3[N:13]=2)=[O:7])=[CH:4][CH:3]=1.Br[CH:29]([CH2:34][CH3:35])[C:30]([O:32]C)=[O:31].CC1C=CC(C(NC2SC3C=C(C)C=CC=3N=2)=O)=CC=1.BrC(CC)C(OCC)=O. (2) Given the product [CH3:15][C:4]1[CH:3]=[C:2]([O:1][CH2:20][CH2:21][CH2:22][Si:23]([CH3:26])([CH3:25])[CH3:24])[C:7]([CH3:8])=[CH:6][C:5]=1[N:10]=[CH:11][N:12]([CH3:13])[CH3:14], predict the reactants needed to synthesize it. The reactants are: [OH:1][C:2]1[C:7]([CH2:8]C)=[CH:6][C:5]([N:10]=[CH:11][N:12]([CH3:14])[CH3:13])=[C:4]([CH2:15]C)[CH:3]=1.[H-].[Na+].Cl[CH2:20][CH2:21][CH2:22][Si:23]([CH3:26])([CH3:25])[CH3:24].C(OCC)C. (3) The reactants are: [NH2:1][C:2]1[CH:3]=[C:4]([CH2:9][OH:10])[CH:5]=[C:6]([CH3:8])[CH:7]=1.[O:11](C(OC(C)(C)C)=O)[C:12]([O:14][C:15]([CH3:18])([CH3:17])[CH3:16])=O. Given the product [OH:10][CH2:9][C:4]1[CH:3]=[C:2]([NH:1][C:12](=[O:11])[O:14][C:15]([CH3:18])([CH3:17])[CH3:16])[CH:7]=[C:6]([CH3:8])[CH:5]=1, predict the reactants needed to synthesize it. (4) Given the product [Br:16][C:17]1[C:18]([C:23]2[NH:27][N:26]=[CH:25][N:24]=2)=[C:19]([NH:22][C:13](=[O:15])[CH2:12][C:4]2[CH:3]=[C:2]([F:1])[CH:11]=[C:10]3[C:5]=2[CH:6]=[CH:7][CH:8]=[N:9]3)[S:20][CH:21]=1, predict the reactants needed to synthesize it. The reactants are: [F:1][C:2]1[CH:11]=[C:10]2[C:5]([CH:6]=[CH:7][CH:8]=[N:9]2)=[C:4]([CH2:12][C:13]([OH:15])=O)[CH:3]=1.[Br:16][C:17]1[C:18]([C:23]2[NH:27][N:26]=[CH:25][N:24]=2)=[C:19]([NH2:22])[S:20][CH:21]=1. (5) Given the product [CH2:1]([C:3]1[CH:4]=[C:5]([CH2:6][OH:7])[CH:8]=[CH:9][C:10]=1[OH:11])[CH3:2], predict the reactants needed to synthesize it. The reactants are: [CH2:1]([C:3]1[CH:4]=[C:5]([CH:8]=[CH:9][C:10]=1[OH:11])[CH:6]=[O:7])[CH3:2].[H-].[H-].[H-].[H-].[Li+].[Al+3].CCOCC.